The task is: Predict the reactants needed to synthesize the given product.. This data is from Full USPTO retrosynthesis dataset with 1.9M reactions from patents (1976-2016). (1) Given the product [C:1]([O:5][C:6](=[O:33])/[CH:7]=[CH:8]/[C:9]1[C:14](=[O:15])[N:13]2[CH:16]=[CH:17][C:18]([C:20]([NH:22][C:23]3[S:24][CH:25]=[C:26]([C:28]([CH3:31])([CH3:30])[CH3:29])[N:27]=3)=[O:21])=[CH:19][C:12]2=[N:11][C:10]=1[N:67]1[CH2:68][CH2:69][CH2:70][CH:65]([CH2:64][C:63]([NH:62][CH2:61][CH2:60][OH:59])=[O:71])[CH2:66]1)([CH3:4])([CH3:3])[CH3:2], predict the reactants needed to synthesize it. The reactants are: [C:1]([O:5][C:6](=[O:33])/[CH:7]=[CH:8]/[C:9]1[C:14](=[O:15])[N:13]2[CH:16]=[CH:17][C:18]([C:20]([NH:22][C:23]3[S:24][CH:25]=[C:26]([C:28]([CH3:31])([CH3:30])[CH3:29])[N:27]=3)=[O:21])=[CH:19][C:12]2=[N:11][C:10]=1O)([CH3:4])([CH3:3])[CH3:2].C1(P(Cl)(C2C=CC=CC=2)=O)C=CC=CC=1.C(N(C(C)C)CC)(C)C.Cl.[OH:59][CH2:60][CH2:61][NH:62][C:63](=[O:71])[CH2:64][CH:65]1[CH2:70][CH2:69][CH2:68][NH:67][CH2:66]1. (2) The reactants are: Cl[C:2]1[N:3]=[CH:4][C:5]2[N:11]([CH3:12])[C:10](=[O:13])[CH:9]([CH2:14][C:15]#[N:16])[CH2:8][N:7]([CH:17]3[CH2:21][CH2:20][CH2:19][CH2:18]3)[C:6]=2[N:22]=1.[NH2:23][C:24]1[CH:32]=[CH:31][C:27]([C:28]([OH:30])=[O:29])=[CH:26][C:25]=1[O:33][CH3:34]. Given the product [C:15]([CH2:14][CH:9]1[CH2:8][N:7]([CH:17]2[CH2:21][CH2:20][CH2:19][CH2:18]2)[C:6]2[N:22]=[C:2]([NH:23][C:24]3[CH:32]=[CH:31][C:27]([C:28]([OH:30])=[O:29])=[CH:26][C:25]=3[O:33][CH3:34])[N:3]=[CH:4][C:5]=2[N:11]([CH3:12])[C:10]1=[O:13])#[N:16], predict the reactants needed to synthesize it. (3) Given the product [C:11]([Si:15]([CH3:17])([CH3:16])[O:18][CH2:19][CH2:20][NH:10][C:5]1[CH:4]=[C:3]([S:2][CH3:1])[CH:8]=[C:7]([NH2:9])[N:6]=1)([CH3:14])([CH3:13])[CH3:12], predict the reactants needed to synthesize it. The reactants are: [CH3:1][S:2][C:3]1[CH:8]=[C:7]([NH2:9])[N:6]=[C:5]([NH2:10])[CH:4]=1.[C:11]([Si:15]([O:18][CH2:19][CH2:20]I)([CH3:17])[CH3:16])([CH3:14])([CH3:13])[CH3:12].C([O-])([O-])=O.[Cs+].[Cs+]. (4) Given the product [C:50]([N:11]1[C@@H:10]([CH3:12])[C@H:9]([NH:13][C:14](=[O:26])[C@@H:15]([N:17]([CH3:25])[C:18](=[O:24])[O:19][C:20]([CH3:23])([CH3:21])[CH3:22])[CH3:16])[C:8](=[O:27])[N:7]([CH2:28][C:29]2[C:38]3[C:33](=[CH:34][CH:35]=[CH:36][CH:37]=3)[N:32]=[CH:31][C:30]=2[CH:39]2[CH2:40][CH2:41]2)[C:6]2[CH:42]=[CH:43][C:3]([C:1]#[N:2])=[CH:4][C:5]1=2)(=[O:52])[CH3:51], predict the reactants needed to synthesize it. The reactants are: [C:1]([C:3]1[CH:43]=[CH:42][C:6]2[N:7]([CH2:28][C:29]3[C:38]4[C:33](=[CH:34][CH:35]=[CH:36][CH:37]=4)[N:32]=[CH:31][C:30]=3[CH:39]3[CH2:41][CH2:40]3)[C:8](=[O:27])[C@@H:9]([NH:13][C:14](=[O:26])[C@@H:15]([N:17]([CH3:25])[C:18](=[O:24])[O:19][C:20]([CH3:23])([CH3:22])[CH3:21])[CH3:16])[C@H:10]([CH3:12])[NH:11][C:5]=2[CH:4]=1)#[N:2].N1C=CC=CC=1.[C:50](Cl)(=[O:52])[CH3:51]. (5) Given the product [C:28]1([N:27]([CH2:26][CH2:25][C:23]([O:22][CH2:20][CH3:21])=[O:24])[C:13]([C:10]2[CH:11]=[CH:12][C:6]3[S:5][C:4]([CH2:3][O:2][CH3:1])=[N:8][C:7]=3[CH:9]=2)=[O:15])[CH:33]=[CH:32][CH:31]=[CH:30][CH:29]=1, predict the reactants needed to synthesize it. The reactants are: [CH3:1][O:2][CH2:3][C:4]1[S:5][C:6]2[CH:12]=[CH:11][C:10]([C:13]([OH:15])=O)=[CH:9][C:7]=2[N:8]=1.S(Cl)(Cl)=O.[CH2:20]([O:22][C:23]([CH2:25][CH2:26][NH:27][C:28]1[CH:33]=[CH:32][CH:31]=[CH:30][CH:29]=1)=[O:24])[CH3:21].C(N(CC)CC)C. (6) Given the product [CH2:31]([N:17]1[C:14]2[CH2:15][CH2:16][N:11]([C:9](=[O:10])[CH2:8][O:1][C:2]3[CH:7]=[CH:6][CH:5]=[CH:4][CH:3]=3)[CH2:12][C:13]=2[C:19]([C:20]2[CH:25]=[CH:24][CH:23]=[CH:22][CH:21]=2)=[N:18]1)[CH:30]=[CH2:29].[CH2:31]([N:18]1[C:19]([C:20]2[CH:25]=[CH:24][CH:23]=[CH:22][CH:21]=2)=[C:13]2[CH2:12][N:11]([C:9](=[O:10])[CH2:8][O:1][C:2]3[CH:7]=[CH:6][CH:5]=[CH:4][CH:3]=3)[CH2:16][CH2:15][C:14]2=[N:17]1)[CH:30]=[CH2:29], predict the reactants needed to synthesize it. The reactants are: [O:1]([CH2:8][C:9]([N:11]1[CH2:16][CH2:15][C:14]2[NH:17][N:18]=[C:19]([C:20]3[CH:25]=[CH:24][CH:23]=[CH:22][CH:21]=3)[C:13]=2[CH2:12]1)=[O:10])[C:2]1[CH:7]=[CH:6][CH:5]=[CH:4][CH:3]=1.[H-].[Na+].Br[CH2:29][CH:30]=[CH2:31]. (7) The reactants are: [CH:1]([CH:3]1[CH2:6][N:5]([C:7]([O:9][C:10]([CH3:13])([CH3:12])[CH3:11])=[O:8])[CH2:4]1)=[CH2:2].CC[C@H]1[C@H]2C[C@H]([C@H](OC3C4C(=CC=CC=4)C(O[C@H](C4C=CN=C5C=4C=C(OC)C=C5)[C@@H]4N5C[C@H](CC)[C@@H](CC5)C4)=NN=3)C3C=CN=C4C=3C=C([O:35]C)C=C4)N(CC2)C1.[OH2:72]. Given the product [OH:72][C@@H:1]([CH:3]1[CH2:6][N:5]([C:7]([O:9][C:10]([CH3:13])([CH3:12])[CH3:11])=[O:8])[CH2:4]1)[CH2:2][OH:35], predict the reactants needed to synthesize it. (8) Given the product [OH:36][C:33]1([CH3:37])[CH2:34][CH2:35][CH:30]([O:29][C:4]2[C:5]3[C:10]([C:11]4[CH:20]=[CH:19][C:14]5[N:15]=[C:16]([CH3:18])[O:17][C:13]=5[CH:12]=4)=[CH:9][N:8]([CH2:21][O:22][CH2:23][CH2:24][Si:25]([CH3:28])([CH3:27])[CH3:26])[C:6]=3[N:7]=[C:2]([NH:38][C:39]3[CH:48]=[CH:47][C:42]([C:43]([NH:45][CH3:46])=[O:44])=[CH:41][C:40]=3[CH3:49])[N:3]=2)[CH2:31][CH2:32]1, predict the reactants needed to synthesize it. The reactants are: Cl[C:2]1[N:3]=[C:4]([O:29][CH:30]2[CH2:35][CH2:34][C:33]([CH3:37])([OH:36])[CH2:32][CH2:31]2)[C:5]2[C:10]([C:11]3[CH:20]=[CH:19][C:14]4[N:15]=[C:16]([CH3:18])[O:17][C:13]=4[CH:12]=3)=[CH:9][N:8]([CH2:21][O:22][CH2:23][CH2:24][Si:25]([CH3:28])([CH3:27])[CH3:26])[C:6]=2[N:7]=1.[NH2:38][C:39]1[CH:48]=[CH:47][C:42]([C:43]([NH:45][CH3:46])=[O:44])=[CH:41][C:40]=1[CH3:49].C(=O)([O-])[O-].[Cs+].[Cs+].C1(P(C2C=CC=CC=2)C2C=CC3C(=CC=CC=3)C=2C2C3C(=CC=CC=3)C=CC=2P(C2C=CC=CC=2)C2C=CC=CC=2)C=CC=CC=1. (9) Given the product [F:8][C:7]([F:10])([F:9])[CH2:6][CH2:5][O:18][C:19]1[CH:20]=[C:21]([CH:24]=[CH:25][CH:26]=1)[CH:22]=[O:23], predict the reactants needed to synthesize it. The reactants are: S(C1C=CC(C)=CC=1)(O[CH2:5][CH2:6][C:7]([F:10])([F:9])[F:8])(=O)=O.[OH:18][C:19]1[CH:20]=[C:21]([CH:24]=[CH:25][CH:26]=1)[CH:22]=[O:23].C([O-])([O-])=O.[K+].[K+]. (10) Given the product [Cl:12][C:13]1[CH:14]=[C:15]([CH:37]=[C:38]([Cl:40])[CH:39]=1)[CH2:16][N:17]([CH3:36])[C:18]([N:20]1[CH2:25][CH2:24][C:23](=[O:9])[NH:26][CH2:22][C@@H:21]1[C:28]1[CH:33]=[CH:32][C:31]([F:34])=[CH:30][C:29]=1[CH3:35])=[O:19], predict the reactants needed to synthesize it. The reactants are: CC1C=CC(S(Cl)(=O)=[O:9])=CC=1.[Cl:12][C:13]1[CH:14]=[C:15]([CH:37]=[C:38]([Cl:40])[CH:39]=1)[CH2:16][N:17]([CH3:36])[C:18]([N:20]1[CH2:25][CH2:24][C:23](=[N:26]O)[CH2:22][CH:21]1[C:28]1[CH:33]=[CH:32][C:31]([F:34])=[CH:30][C:29]=1[CH3:35])=[O:19].